From a dataset of Reaction yield outcomes from USPTO patents with 853,638 reactions. Predict the reaction yield, written as a fraction of the theoretical maximum amount of product (1.0 means a 100% yield; for example, 0.34 means a 34% yield). The reactants are [N+](C1C=CC(O[C:11]([N:13]2[CH2:16][CH:15]([O:17][C:18]3[CH:23]=[CH:22][C:21]([Br:24])=[CH:20][N:19]=3)[CH2:14]2)=[O:12])=CC=1)([O-])=O.[NH2:25][C:26]1[CH:31]=[N:30][CH:29]=[CH:28][N:27]=1. No catalyst specified. The product is [N:27]1[CH:28]=[CH:29][N:30]=[CH:31][C:26]=1[NH:25][C:11]([N:13]1[CH2:14][CH:15]([O:17][C:18]2[CH:23]=[CH:22][C:21]([Br:24])=[CH:20][N:19]=2)[CH2:16]1)=[O:12]. The yield is 0.560.